Dataset: Reaction yield outcomes from USPTO patents with 853,638 reactions. Task: Predict the reaction yield, written as a fraction of the theoretical maximum amount of product (1.0 means a 100% yield; for example, 0.34 means a 34% yield). (1) The reactants are [CH2:1]([C@H:5]1[CH2:9][NH:8][C:7](=[O:10])[CH2:6]1)[CH2:2][CH2:3][CH3:4].[H-].[Na+].[CH2:13]([O:20][CH2:21][CH2:22][CH2:23][CH2:24][CH2:25]Br)[C:14]1[CH:19]=[CH:18][CH:17]=[CH:16][CH:15]=1. The catalyst is CN(C)C=O.C(OCC)(=O)C. The product is [CH2:13]([O:20][CH2:21][CH2:22][CH2:23][CH2:24][CH2:25][N:8]1[CH2:9][C@H:5]([CH2:1][CH2:2][CH2:3][CH3:4])[CH2:6][C:7]1=[O:10])[C:14]1[CH:19]=[CH:18][CH:17]=[CH:16][CH:15]=1. The yield is 0.950. (2) The reactants are [CH2:1]([C:9]1[NH:10][C:11]2[C:16]([CH:17]=1)=[CH:15][C:14]([C:18]#[N:19])=[CH:13][CH:12]=2)[CH2:2][CH2:3][CH2:4][CH2:5][CH2:6][CH2:7][CH3:8].[H-].[Na+].I[CH3:23]. The catalyst is CN(C)C=O. The product is [CH3:23][N:10]1[C:11]2[C:16](=[CH:15][C:14]([C:18]#[N:19])=[CH:13][CH:12]=2)[CH:17]=[C:9]1[CH2:1][CH2:2][CH2:3][CH2:4][CH2:5][CH2:6][CH2:7][CH3:8]. The yield is 0.930. (3) The reactants are [Cl:1][C:2]1[CH:3]=[C:4]([NH:19][C:20]2[CH:25]=[CH:24][C:23]([N:26]3[CH2:31][CH2:30][N:29]([CH:32]4[CH2:35][O:34][CH2:33]4)[CH2:28][CH2:27]3)=[CH:22][N:21]=2)[C:5]2[N:9]=[CH:8][N:7](COCC[Si](C)(C)C)[C:6]=2[CH:18]=1. The catalyst is C(O)(C(F)(F)F)=O. The product is [Cl:1][C:2]1[CH:3]=[C:4]([NH:19][C:20]2[CH:25]=[CH:24][C:23]([N:26]3[CH2:31][CH2:30][N:29]([CH:32]4[CH2:35][O:34][CH2:33]4)[CH2:28][CH2:27]3)=[CH:22][N:21]=2)[C:5]2[N:9]=[CH:8][NH:7][C:6]=2[CH:18]=1. The yield is 0.930. (4) The reactants are [C:1](OC(O[C:1]([CH3:4])([CH3:3])[CH3:2])N(C)C)([CH3:4])([CH3:3])[CH3:2].[C:15]([O:19][C:20]([NH:22][C@:23]1([C:33]([OH:35])=[O:34])[C@@H:25]([C:26]2[CH:31]=[CH:30][CH:29]=[CH:28][CH:27]=2)[C@H:24]1[CH3:32])=[O:21])([CH3:18])([CH3:17])[CH3:16].C(=O)([O-])O.[Na+]. The catalyst is C1(C)C=CC=CC=1. The product is [C:1]([O:34][C:33]([C@@:23]1([NH:22][C:20]([O:19][C:15]([CH3:16])([CH3:17])[CH3:18])=[O:21])[C@@H:25]([C:26]2[CH:31]=[CH:30][CH:29]=[CH:28][CH:27]=2)[C@H:24]1[CH3:32])=[O:35])([CH3:4])([CH3:3])[CH3:2]. The yield is 0.990. (5) The reactants are C([O:3][C:4](=[O:20])[CH2:5][N:6]([C:8](=[O:19])[CH2:9][N:10]([C:12]([O:14][C:15]([CH3:18])([CH3:17])[CH3:16])=[O:13])[CH3:11])[CH3:7])C.[Li+].[OH-]. The catalyst is O.C1COCC1. The product is [C:15]([O:14][C:12]([N:10]([CH3:11])[CH2:9][C:8]([N:6]([CH2:5][C:4]([OH:20])=[O:3])[CH3:7])=[O:19])=[O:13])([CH3:18])([CH3:17])[CH3:16]. The yield is 0.900.